Dataset: Catalyst prediction with 721,799 reactions and 888 catalyst types from USPTO. Task: Predict which catalyst facilitates the given reaction. (1) Reactant: [C:1]1([CH3:19])[CH:6]=[CH:5][CH:4]=[C:3]([C:7]#[C:8][C:9]2([OH:18])[CH2:17][CH2:16][CH2:15][CH:14]3[CH:10]2[CH2:11][NH:12][CH2:13]3)[CH:2]=1.Cl[C:21]([O:23][CH3:24])=[O:22].CCN(C(C)C)C(C)C. Product: [CH3:24][O:23][C:21]([N:12]1[CH2:11][CH:10]2[CH:14]([CH2:15][CH2:16][CH2:17][C:9]2([OH:18])[C:8]#[C:7][C:3]2[CH:2]=[C:1]([CH3:19])[CH:6]=[CH:5][CH:4]=2)[CH2:13]1)=[O:22]. The catalyst class is: 4. (2) Reactant: N1(O[C:11](=[O:21])[C:12]2[CH:17]=[CH:16][C:15]([NH2:18])=[C:14]([O:19][CH3:20])[CH:13]=2)C2C=CC=CC=2N=N1.[CH3:22][N:23]([CH3:28])[CH2:24][CH2:25][CH2:26][NH2:27].C(N(CC)CC)C. Product: [NH2:18][C:15]1[CH:16]=[CH:17][C:12]([C:11]([NH:27][CH2:26][CH2:25][CH2:24][N:23]([CH3:28])[CH3:22])=[O:21])=[CH:13][C:14]=1[O:19][CH3:20]. The catalyst class is: 7. (3) Reactant: Cl.[I:2][C:3]1[CH:10]=[CH:9][C:6]([CH2:7][NH2:8])=[CH:5][CH:4]=1.[CH3:11][C:12]([O:15][C:16]([NH:18][C@H:19]([C:26](O)=[O:27])[CH2:20][CH2:21][C:22]([O:24][CH3:25])=[O:23])=[O:17])([CH3:14])[CH3:13].CCN=C=NCCCN(C)C.C1C=CC2N(O)N=NC=2C=1.CCN(C(C)C)C(C)C. Product: [C:12]([O:15][C:16]([NH:18][C@H:19]([C:26]([NH:8][CH2:7][C:6]1[CH:9]=[CH:10][C:3]([I:2])=[CH:4][CH:5]=1)=[O:27])[CH2:20][CH2:21][C:22]([O:24][CH3:25])=[O:23])=[O:17])([CH3:13])([CH3:11])[CH3:14]. The catalyst class is: 2.